The task is: Predict the reactants needed to synthesize the given product.. This data is from Full USPTO retrosynthesis dataset with 1.9M reactions from patents (1976-2016). (1) Given the product [CH3:12][C@@H:10]1[N:8]([C:7]([C:17]2[CH:18]=[CH:19][CH:20]=[CH:21][CH:22]=2)([C:23]2[CH:28]=[CH:27][CH:26]=[CH:25][CH:24]=2)[C:1]2[CH:2]=[CH:3][CH:4]=[CH:5][CH:6]=2)[C@H:9]1[C:13]([O:15][CH3:16])=[O:14], predict the reactants needed to synthesize it. The reactants are: [C:1]1([C:7]([C:23]2[CH:28]=[CH:27][CH:26]=[CH:25][CH:24]=2)([C:17]2[CH:22]=[CH:21][CH:20]=[CH:19][CH:18]=2)[NH:8][C@H:9]([C:13]([O:15][CH3:16])=[O:14])[C@@H:10]([CH3:12])O)[CH:6]=[CH:5][CH:4]=[CH:3][CH:2]=1.CS(Cl)(=O)=O.C(N(CC)CC)C. (2) Given the product [N+:1]([C:4]1[CH:21]=[CH:20][C:7]([O:8][C:9]2[CH:10]=[C:11]3[C:16](=[CH:17][CH:18]=2)[N:15]=[CH:14][N:13]([CH2:29][CH2:30][CH2:31][NH:32][C:33](=[O:39])[O:34][C:35]([CH3:38])([CH3:37])[CH3:36])[C:12]3=[O:19])=[CH:6][CH:5]=1)([O-:3])=[O:2], predict the reactants needed to synthesize it. The reactants are: [N+:1]([C:4]1[CH:21]=[CH:20][C:7]([O:8][C:9]2[CH:10]=[C:11]3[C:16](=[CH:17][CH:18]=2)[N:15]=[CH:14][NH:13][C:12]3=[O:19])=[CH:6][CH:5]=1)([O-:3])=[O:2].C([O-])([O-])=O.[K+].[K+].I[CH2:29][CH2:30][CH2:31][NH:32][C:33](=[O:39])[O:34][C:35]([CH3:38])([CH3:37])[CH3:36]. (3) Given the product [CH3:1][CH:2]1[CH2:7][CH:6]([C:8]2[CH:17]=[CH:16][CH:15]=[C:14]3[C:9]=2[CH:10]=[CH:11][C:12]([CH3:18])=[N:13]3)[CH2:5][CH2:4][N:3]1[CH2:19][CH2:20][C:21]1[CH:30]=[CH:29][CH:28]=[C:27]2[C:22]=1[CH2:23][CH2:24][C:25]1[N:26]2[CH:31]=[N:32][C:33]=1[C:34]([NH2:39])=[O:36], predict the reactants needed to synthesize it. The reactants are: [CH3:1][CH:2]1[CH2:7][CH:6]([C:8]2[CH:17]=[CH:16][CH:15]=[C:14]3[C:9]=2[CH:10]=[CH:11][C:12]([CH3:18])=[N:13]3)[CH2:5][CH2:4][N:3]1[CH2:19][CH2:20][C:21]1[CH:30]=[CH:29][CH:28]=[C:27]2[C:22]=1[CH2:23][CH2:24][C:25]1[N:26]2[CH:31]=[N:32][C:33]=1[C:34]([OH:36])=O.C[Si](C)(C)[NH:39][Si](C)(C)C.